From a dataset of Forward reaction prediction with 1.9M reactions from USPTO patents (1976-2016). Predict the product of the given reaction. (1) Given the reactants C(O[C:9]1[C:14]([CH2:15][N:16]2[CH2:25][CH2:24][C:23]3[C:18](=[C:19]([CH3:29])[C:20]([C:26](O)=[O:27])=[CH:21][CH:22]=3)[C:17]2=[O:30])=[C:13]([CH3:31])[CH:12]=[C:11]([CH3:32])[N:10]=1)C1C=CC=CC=1.[NH:33]([CH3:35])[CH3:34].Cl.[CH3:37][CH2:38]N(C(C)C)C(C)C.CN(C(ON1N=N[C:56]2[CH:57]=[CH:58][CH:59]=N[C:55]1=2)=[N+](C)C)C.F[P-](F)(F)(F)(F)F.[OH2:70], predict the reaction product. The product is: [CH2:55]([O:70][C:9]1[C:14]([CH2:15][N:16]2[CH2:25][CH2:24][C:23]3[C:18](=[C:19]([CH3:29])[C:20]([C:26]([N:33]([CH3:35])[CH3:34])=[O:27])=[CH:21][CH:22]=3)[C:17]2=[O:30])=[C:13]([CH3:31])[CH:12]=[C:11]([CH3:32])[N:10]=1)[C:56]1[CH:38]=[CH:37][CH:59]=[CH:58][CH:57]=1. (2) Given the reactants [CH3:1][N:2]([CH3:16])[C:3]([N:5]1[CH2:9][CH:8]2[CH2:10][C:11](C#N)([CH3:13])[CH2:12][CH:7]2[CH2:6]1)=[O:4].[C:17](=[O:20])([O-])[O-:18].[K+].[K+], predict the reaction product. The product is: [CH3:1][N:2]([CH3:16])[C:3]([N:5]1[CH2:9][CH:8]2[CH2:10][C:11]([CH3:13])([C:17]([OH:18])=[O:20])[CH2:12][CH:7]2[CH2:6]1)=[O:4]. (3) Given the reactants [CH3:1][O:2][C:3](=[O:15])[C:4]1[CH:13]=[C:12]([F:14])[CH:11]=[C:6]([C:7](OC)=[O:8])[CH:5]=1.[H-].[Al+3].[Li+].[H-].[H-].[H-], predict the reaction product. The product is: [CH3:1][O:2][C:3](=[O:15])[C:4]1[CH:5]=[C:6]([CH2:7][OH:8])[CH:11]=[C:12]([F:14])[CH:13]=1. (4) Given the reactants Cl[CH:2]([CH2:7][C:8]1[CH:13]=[CH:12][CH:11]=[C:10]([C:14]([F:17])([F:16])[F:15])[CH:9]=1)[C:3]([O:5]C)=O.[CH3:18][C:19]1[CH:24]=[CH:23][C:22]([NH:25][C:26]([NH2:28])=[S:27])=[CH:21][CH:20]=1.C([O-])(=O)C.[Na+], predict the reaction product. The product is: [F:15][C:14]([F:17])([F:16])[C:10]1[CH:9]=[C:8]([CH:13]=[CH:12][CH:11]=1)[CH2:7][CH:2]1[S:27][C:26](=[N:25][C:22]2[CH:23]=[CH:24][C:19]([CH3:18])=[CH:20][CH:21]=2)[NH:28][C:3]1=[O:5]. (5) Given the reactants Br[C:2]1[CH:3]=[CH:4][C:5]([C:8]#[C:9][C:10]2[CH:15]=[CH:14][C:13]([O:16][CH2:17][CH2:18][N:19]3[CH2:23][CH2:22][CH2:21][CH2:20]3)=[CH:12][CH:11]=2)=[N:6][CH:7]=1.[Cl:24][C:25]1[CH:30]=[CH:29][C:28](OB(O)O)=[CH:27][CH:26]=1.C([O-])([O-])=O.[Na+].[Na+], predict the reaction product. The product is: [Cl:24][C:25]1[CH:30]=[CH:29][C:28]([C:2]2[CH:3]=[CH:4][C:5]([C:8]#[C:9][C:10]3[CH:15]=[CH:14][C:13]([O:16][CH2:17][CH2:18][N:19]4[CH2:23][CH2:22][CH2:21][CH2:20]4)=[CH:12][CH:11]=3)=[N:6][CH:7]=2)=[CH:27][CH:26]=1. (6) The product is: [C:25]([O:28][C:29]1[CH:37]=[CH:36][C:32]([C:33]([O:35][CH2:38][C:39]2([CH3:51])[CH2:40][O:41][CH:42]([C:45]3[CH:50]=[CH:49][CH:48]=[CH:47][CH:46]=3)[O:43][CH2:44]2)=[O:34])=[CH:31][CH:30]=1)(=[O:27])[CH3:26]. Given the reactants CN(C(ON1N=NC2C=CC=CC1=2)=[N+](C)C)C.F[P-](F)(F)(F)(F)F.[C:25]([O:28][C:29]1[CH:37]=[CH:36][C:32]([C:33]([OH:35])=[O:34])=[CH:31][CH:30]=1)(=[O:27])[CH3:26].[CH3:38][C:39]1([CH2:51]O)[CH2:44][O:43][CH:42]([C:45]2[CH:50]=[CH:49][CH:48]=[CH:47][CH:46]=2)[O:41][CH2:40]1.C(N(CC)CC)C, predict the reaction product.